Dataset: Catalyst prediction with 721,799 reactions and 888 catalyst types from USPTO. Task: Predict which catalyst facilitates the given reaction. (1) Reactant: [OH-].[Na+].[CH3:3][O:4][C:5](=[O:19])[C:6]1[CH:15]=[C:14]([CH2:16][O:17][CH3:18])[CH:13]=[C:8]([C:9]([O:11]C)=[O:10])[CH:7]=1. Product: [CH3:3][O:4][C:5](=[O:19])[C:6]1[CH:15]=[C:14]([CH2:16][O:17][CH3:18])[CH:13]=[C:8]([C:9]([OH:11])=[O:10])[CH:7]=1. The catalyst class is: 5. (2) Reactant: [CH:1]1[C:17]2[CH2:16][C@H:15]3[N:18]([CH2:20][CH2:21][C@@:7]45[C@H:14]3[CH:13]=[CH:12][C@H:10]([OH:11])[C@@H:8]4[O:9][C:5]([C:6]=25)=[C:3]([OH:4])[CH:2]=1)[CH3:19].[S:22]([OH:26])([OH:25])(=[O:24])=[O:23].C1C2C[C@H]3N(CC[C@@]45[C@H]3C=C[C@H](O)[C@@H]4OC(C=25)=C([OH:30])C=1)C.[O:48]1CCCC1.CN(C)C=[O:56]. Product: [OH2:4].[OH2:23].[OH2:30].[OH2:48].[OH2:56].[S:22]([OH:26])([OH:25])(=[O:24])=[O:23].[CH:1]1[C:17]2[CH2:16][C@H:15]3[N:18]([CH2:20][CH2:21][C@@:7]45[C@H:14]3[CH:13]=[CH:12][C@H:10]([OH:11])[C@@H:8]4[O:9][C:5]([C:6]=25)=[C:3]([OH:4])[CH:2]=1)[CH3:19]. The catalyst class is: 10. (3) Reactant: [Cl:1][C:2]([CH3:17])([C@@H:8]([C@H:10]1[CH2:14][O:13]C(C)(C)[O:11]1)[OH:9])[C:3]([O:5]CC)=O.CCOC(C)=O. Product: [Cl:1][C@:2]1([CH3:17])[C@H:8]([OH:9])[C@@H:10]([CH2:14][OH:13])[O:11][C:3]1=[O:5]. The catalyst class is: 699. (4) Reactant: [CH3:1][CH:2]([N:4]1[C:12](/[CH:13]=[CH:14]/[C@H:15]([OH:24])[CH2:16][C@H:17]([OH:23])[CH2:18][C:19]([O:21]C)=[O:20])=[C:11]([C:25]2[CH:30]=[CH:29][C:28]([F:31])=[CH:27][CH:26]=2)[C:10]2[C:5]1=[CH:6][CH:7]=[CH:8][CH:9]=2)[CH3:3].[OH-].[Na+:33].CC(C)=O. Product: [CH3:3][CH:2]([N:4]1[C:12](/[CH:13]=[CH:14]/[CH:15]([OH:24])[CH2:16][CH:17]([OH:23])[CH2:18][C:19]([O-:21])=[O:20])=[C:11]([C:25]2[CH:26]=[CH:27][C:28]([F:31])=[CH:29][CH:30]=2)[C:10]2[CH:9]=[CH:8][CH:7]=[CH:6][C:5]1=2)[CH3:1].[Na+:33]. The catalyst class is: 8.